From a dataset of Catalyst prediction with 721,799 reactions and 888 catalyst types from USPTO. Predict which catalyst facilitates the given reaction. Reactant: Br[C:2]1[C:7]([CH3:8])=[CH:6][CH:5]=[CH:4][C:3]=1[NH2:9].CCN(CC)CC.[CH3:17][C:18]1([CH3:25])[C:22]([CH3:24])([CH3:23])[O:21][BH:20][O:19]1. Product: [CH3:8][C:7]1[C:2]([B:20]2[O:21][C:22]([CH3:24])([CH3:23])[C:18]([CH3:25])([CH3:17])[O:19]2)=[C:3]([NH2:9])[CH:4]=[CH:5][CH:6]=1. The catalyst class is: 658.